This data is from Catalyst prediction with 721,799 reactions and 888 catalyst types from USPTO. The task is: Predict which catalyst facilitates the given reaction. (1) Reactant: C([S:4][CH2:5][CH2:6][CH2:7][Si:8]([O:11][CH2:12][CH3:13])([CH3:10])[CH3:9])(=O)C.CC[O-].[Na+]. Product: [SH:4][CH2:5][CH2:6][CH2:7][Si:8]([O:11][CH2:12][CH3:13])([CH3:10])[CH3:9]. The catalyst class is: 8. (2) Reactant: Cl[C:2]1[CH:3]=[CH:4][C:5]([O:13][C:14]2[CH:19]=[CH:18][CH:17]=[CH:16][CH:15]=2)=[C:6]2[C:11]=1[N:10]=[C:9]([CH3:12])[CH:8]=[CH:7]2.[OH-].[Na+]. Product: [CH3:12][C:9]1[CH:8]=[CH:7][C:6]2[C:11](=[CH:2][CH:3]=[CH:4][C:5]=2[O:13][C:14]2[CH:19]=[CH:18][CH:17]=[CH:16][CH:15]=2)[N:10]=1. The catalyst class is: 43. (3) Reactant: [Cl:1][CH2:2][C:3](=O)[CH2:4]C(OCC)=O.[C:11]([OH:14])(=[O:13])[CH3:12].[CH3:15][O:16][CH2:17][CH2:18][NH2:19].[C:20]1(C)C=CC=C[CH:21]=1. Product: [Cl:1][CH2:2][C:3]([NH:19][CH2:18][CH2:17][O:16][CH3:15])=[CH:4][CH2:12][C:11]([O:14][CH2:20][CH3:21])=[O:13]. The catalyst class is: 8. (4) Reactant: C(OC([NH:8][C:9]1[CH:14]=[CH:13][CH:12]=[CH:11][C:10]=1[NH:15][C:16]([C:18]1[CH:23]=[CH:22][C:21]([C:24]2[C:32]([CH3:33])=[CH:31][C:27]([C:28](O)=[O:29])=[CH:26][N:25]=2)=[CH:20][CH:19]=1)=[O:17])=O)(C)(C)C.ClC(N(C)C)=C(C)C.N1C=CC=CC=1.[NH2:48][CH2:49][CH2:50][N:51]1[CH2:55][CH2:54][CH2:53][CH2:52]1.C(=O)(O)[O-].[Na+]. Product: [NH2:8][C:9]1[CH:14]=[CH:13][CH:12]=[CH:11][C:10]=1[NH:15][C:16]([C:18]1[CH:19]=[CH:20][C:21]([C:24]2[C:32]([CH3:33])=[CH:31][C:27]([C:28]([NH:48][CH2:49][CH2:50][N:51]3[CH2:55][CH2:54][CH2:53][CH2:52]3)=[O:29])=[CH:26][N:25]=2)=[CH:22][CH:23]=1)=[O:17]. The catalyst class is: 46. (5) Reactant: [NH2:1][C:2]1[C:7]([N+:8]([O-])=O)=[C:6]([Cl:11])[C:5]([Cl:12])=[CH:4][N:3]=1.[Cl-].[Ca+2].[Cl-]. Product: [NH2:1][C:2]1[C:7]([NH2:8])=[C:6]([Cl:11])[C:5]([Cl:12])=[CH:4][N:3]=1. The catalyst class is: 490. (6) Reactant: C([O:5][C:6](=[O:45])[CH2:7][CH:8]1[C:14]2[CH:15]=[CH:16][CH:17]=[CH:18][C:13]=2[N:12]([CH2:19][C:20]([NH:22][CH2:23][CH2:24][CH2:25][CH2:26][C:27]2[N:36]=[C:35]3[C:30]([CH2:31][CH2:32][CH2:33][N:34]3C(OC(C)(C)C)=O)=[CH:29][CH:28]=2)=[O:21])[C:11](=[O:44])[CH2:10][CH2:9]1)(C)(C)C.[C:46]([OH:52])([C:48]([F:51])([F:50])[F:49])=[O:47]. Product: [F:49][C:48]([F:51])([F:50])[C:46]([OH:52])=[O:47].[C:6]([CH2:7][CH:8]1[C:14]2[CH:15]=[CH:16][CH:17]=[CH:18][C:13]=2[N:12]([CH2:19][C:20]([NH:22][CH2:23][CH2:24][CH2:25][CH2:26][C:27]2[N:36]=[C:35]3[C:30]([CH2:31][CH2:32][CH2:33][NH:34]3)=[CH:29][CH:28]=2)=[O:21])[C:11](=[O:44])[CH2:10][CH2:9]1)([OH:45])=[O:5]. The catalyst class is: 2. (7) Reactant: [CH:1]1([O:6][C:7]2[CH:12]=[CH:11][C:10]([N:13]([CH2:28][CH:29](OC)OC)[C:14]([NH:16][C:17]3[CH:22]=[CH:21][C:20]([N:23]([CH2:25][CH2:26][OH:27])[CH3:24])=[CH:19][CH:18]=3)=[O:15])=[CH:9][CH:8]=2)[CH2:5][CH2:4][CH2:3][CH2:2]1.FC(F)(F)C(O)=O. Product: [CH:1]1([O:6][C:7]2[CH:12]=[CH:11][C:10]([N:13]3[CH:28]=[CH:29][N:16]([C:17]4[CH:22]=[CH:21][C:20]([N:23]([CH2:25][CH2:26][OH:27])[CH3:24])=[CH:19][CH:18]=4)[C:14]3=[O:15])=[CH:9][CH:8]=2)[CH2:2][CH2:3][CH2:4][CH2:5]1. The catalyst class is: 35. (8) Reactant: [NH2:1][C@H:2]([CH3:5])[CH2:3][OH:4].C([O-])([O-])=O.[K+].[K+].[Br:12][C:13]1[CH:14]=[C:15]([CH:20]=[CH:21][C:22]=1[CH2:23]Br)[C:16]([O:18][CH3:19])=[O:17]. Product: [Br:12][C:13]1[CH:14]=[C:15]([CH:20]=[CH:21][C:22]=1[CH2:23][NH:1][C@H:2]([CH3:5])[CH2:3][OH:4])[C:16]([O:18][CH3:19])=[O:17]. The catalyst class is: 23.